Dataset: Full USPTO retrosynthesis dataset with 1.9M reactions from patents (1976-2016). Task: Predict the reactants needed to synthesize the given product. (1) The reactants are: [CH:1]([C:4]1[C:9](=[O:10])[NH:8][C:7](=[O:11])[NH:6][C:5]=1[O:12][C:13]1[CH:14]=[C:15]([CH:18]=[C:19]([CH3:21])[CH:20]=1)[CH:16]=O)([CH3:3])[CH3:2].[C:22]([CH2:24]P(=O)(OCC)OCC)#[N:23].CC(C)([O-])C.[K+]. Given the product [CH:1]([C:4]1[C:9](=[O:10])[NH:8][C:7](=[O:11])[NH:6][C:5]=1[O:12][C:13]1[CH:14]=[C:15]([CH:16]=[CH:24][C:22]#[N:23])[CH:18]=[C:19]([CH3:21])[CH:20]=1)([CH3:3])[CH3:2], predict the reactants needed to synthesize it. (2) Given the product [C:1]([O:4][CH2:5][C:6](=[N:14][OH:15])[CH2:7][O:8][C:9](=[O:11])[CH3:10])(=[O:3])[CH3:2], predict the reactants needed to synthesize it. The reactants are: [C:1]([O:4][CH2:5][C:6](=O)[CH2:7][O:8][C:9](=[O:11])[CH3:10])(=[O:3])[CH3:2].Cl.[NH2:14][OH:15].